Dataset: Full USPTO retrosynthesis dataset with 1.9M reactions from patents (1976-2016). Task: Predict the reactants needed to synthesize the given product. Given the product [F:26][C:20]1[CH:21]=[C:22]([F:25])[CH:23]=[CH:24][C:19]=1[N:15]1[C:14]([C:8]2[N:7]=[C:6]3[C:5]4[CH:27]=[N:28][C:2]([N:29]5[CH2:36][CH2:35][CH2:34][C@H:30]5[C:31]([NH2:33])=[O:32])=[CH:3][C:4]=4[O:13][CH2:12][CH2:11][N:10]3[CH:9]=2)=[N:18][CH:17]=[N:16]1, predict the reactants needed to synthesize it. The reactants are: Cl[C:2]1[N:28]=[CH:27][C:5]2[C:6]3[N:10]([CH2:11][CH2:12][O:13][C:4]=2[CH:3]=1)[CH:9]=[C:8]([C:14]1[N:15]([C:19]2[CH:24]=[CH:23][C:22]([F:25])=[CH:21][C:20]=2[F:26])[N:16]=[CH:17][N:18]=1)[N:7]=3.[NH:29]1[CH2:36][CH2:35][CH2:34][C@H:30]1[C:31]([NH2:33])=[O:32].C(N(CC)CC)C.[NH4+].[Cl-].